From a dataset of NCI-60 drug combinations with 297,098 pairs across 59 cell lines. Regression. Given two drug SMILES strings and cell line genomic features, predict the synergy score measuring deviation from expected non-interaction effect. (1) Drug 1: CC1=C(C=C(C=C1)NC2=NC=CC(=N2)N(C)C3=CC4=NN(C(=C4C=C3)C)C)S(=O)(=O)N.Cl. Drug 2: COC1=CC(=CC(=C1O)OC)C2C3C(COC3=O)C(C4=CC5=C(C=C24)OCO5)OC6C(C(C7C(O6)COC(O7)C8=CC=CS8)O)O. Cell line: NCI/ADR-RES. Synergy scores: CSS=-1.81, Synergy_ZIP=0.323, Synergy_Bliss=-1.32, Synergy_Loewe=-3.55, Synergy_HSA=-2.74. (2) Drug 1: C1=NC(=NC(=O)N1C2C(C(C(O2)CO)O)O)N. Drug 2: CS(=O)(=O)OCCCCOS(=O)(=O)C. Cell line: UACC62. Synergy scores: CSS=51.1, Synergy_ZIP=0.697, Synergy_Bliss=1.92, Synergy_Loewe=-24.3, Synergy_HSA=2.92. (3) Drug 1: CCC1(CC2CC(C3=C(CCN(C2)C1)C4=CC=CC=C4N3)(C5=C(C=C6C(=C5)C78CCN9C7C(C=CC9)(C(C(C8N6C=O)(C(=O)OC)O)OC(=O)C)CC)OC)C(=O)OC)O.OS(=O)(=O)O. Drug 2: C1C(C(OC1N2C=NC3=C(N=C(N=C32)Cl)N)CO)O. Cell line: SR. Synergy scores: CSS=62.4, Synergy_ZIP=-0.629, Synergy_Bliss=1.57, Synergy_Loewe=1.28, Synergy_HSA=2.88. (4) Drug 1: C1=C(C(=O)NC(=O)N1)F. Drug 2: CCCCCOC(=O)NC1=NC(=O)N(C=C1F)C2C(C(C(O2)C)O)O. Cell line: MCF7. Synergy scores: CSS=32.6, Synergy_ZIP=4.73, Synergy_Bliss=7.99, Synergy_Loewe=-1.80, Synergy_HSA=8.30. (5) Drug 1: CC12CCC3C(C1CCC2=O)CC(=C)C4=CC(=O)C=CC34C. Drug 2: CS(=O)(=O)CCNCC1=CC=C(O1)C2=CC3=C(C=C2)N=CN=C3NC4=CC(=C(C=C4)OCC5=CC(=CC=C5)F)Cl. Cell line: HL-60(TB). Synergy scores: CSS=63.1, Synergy_ZIP=5.15, Synergy_Bliss=8.66, Synergy_Loewe=1.93, Synergy_HSA=2.78. (6) Synergy scores: CSS=40.2, Synergy_ZIP=-8.90, Synergy_Bliss=-4.51, Synergy_Loewe=-25.8, Synergy_HSA=-3.66. Cell line: SK-MEL-2. Drug 2: C1=NC2=C(N1)C(=S)N=C(N2)N. Drug 1: COC1=CC(=CC(=C1O)OC)C2C3C(COC3=O)C(C4=CC5=C(C=C24)OCO5)OC6C(C(C7C(O6)COC(O7)C8=CC=CS8)O)O. (7) Drug 1: CS(=O)(=O)C1=CC(=C(C=C1)C(=O)NC2=CC(=C(C=C2)Cl)C3=CC=CC=N3)Cl. Drug 2: C1CN(P(=O)(OC1)NCCCl)CCCl. Cell line: SR. Synergy scores: CSS=18.8, Synergy_ZIP=7.47, Synergy_Bliss=7.07, Synergy_Loewe=-3.00, Synergy_HSA=7.94. (8) Cell line: A498. Synergy scores: CSS=39.3, Synergy_ZIP=-10.8, Synergy_Bliss=-1.25, Synergy_Loewe=-13.9, Synergy_HSA=1.58. Drug 2: N.N.Cl[Pt+2]Cl. Drug 1: CC1CCC2CC(C(=CC=CC=CC(CC(C(=O)C(C(C(=CC(C(=O)CC(OC(=O)C3CCCCN3C(=O)C(=O)C1(O2)O)C(C)CC4CCC(C(C4)OC)O)C)C)O)OC)C)C)C)OC. (9) Drug 1: CC12CCC(CC1=CCC3C2CCC4(C3CC=C4C5=CN=CC=C5)C)O. Drug 2: CCC1=C2CN3C(=CC4=C(C3=O)COC(=O)C4(CC)O)C2=NC5=C1C=C(C=C5)O. Cell line: A549. Synergy scores: CSS=40.3, Synergy_ZIP=1.88, Synergy_Bliss=0.948, Synergy_Loewe=-16.0, Synergy_HSA=1.35.